This data is from Reaction yield outcomes from USPTO patents with 853,638 reactions. The task is: Predict the reaction yield, written as a fraction of the theoretical maximum amount of product (1.0 means a 100% yield; for example, 0.34 means a 34% yield). (1) The reactants are [NH2:1][C:2]([C:4]1[C:5]([NH:11][C@@H:12]2[CH2:20][C@H:19]3[N:15]([CH2:16][CH2:17][CH2:18]3)[C:14]([CH3:22])([CH3:21])[CH2:13]2)=[N:6][C:7]([Cl:10])=[N:8][CH:9]=1)=O.C(N(CC)CC)C.FC(F)(F)C(OC(=O)C(F)(F)F)=O. The catalyst is C1COCC1. The product is [Cl:10][C:7]1[N:6]=[C:5]([NH:11][C@@H:12]2[CH2:20][C@H:19]3[N:15]([CH2:16][CH2:17][CH2:18]3)[C:14]([CH3:21])([CH3:22])[CH2:13]2)[C:4]([C:2]#[N:1])=[CH:9][N:8]=1. The yield is 0.890. (2) The reactants are [Si:1]([O:8][C:9]([CH3:18])([CH3:17])[CH2:10][N:11]1[CH:15]=[C:14](I)[N:13]=[CH:12]1)([C:4]([CH3:7])([CH3:6])[CH3:5])([CH3:3])[CH3:2].C([Mg]Br)C.[CH3:23][Sn:24](Cl)([CH3:26])[CH3:25]. The catalyst is C(Cl)Cl. The product is [Si:1]([O:8][C:9]([CH3:18])([CH3:17])[CH2:10][N:11]1[CH:15]=[C:14]([Sn:24]([CH3:26])([CH3:25])[CH3:23])[N:13]=[CH:12]1)([C:4]([CH3:7])([CH3:6])[CH3:5])([CH3:3])[CH3:2]. The yield is 0.740. (3) The reactants are [K].[CH2:2]([NH:9][C:10]([C:12]1[C:21](=[O:22])[C:20]2[C:15](=[CH:16][CH:17]=[C:18]([O:23][CH2:24][CH3:25])[N:19]=2)[NH:14][CH:13]=1)=[O:11])[C:3]1[CH:8]=[CH:7][CH:6]=[CH:5][CH:4]=1. The catalyst is O. The product is [CH2:2]([NH:9][C:10]([C:12]1[C:21](=[O:22])[C:20]2[C:15](=[CH:16][CH:17]=[C:18]([O:23][CH2:24][CH3:25])[N:19]=2)[NH:14][CH:13]=1)=[O:11])[C:3]1[CH:8]=[CH:7][CH:6]=[CH:5][CH:4]=1. The yield is 0.240. (4) The reactants are [NH2:1][C:2]1[C:18]([Cl:19])=[CH:17][CH:16]=[CH:15][C:3]=1[C:4]([NH:6][C:7]1[CH:12]=[CH:11][CH:10]=[C:9]([Br:13])[C:8]=1[CH3:14])=[O:5].[C:20](=O)(OC(Cl)(Cl)Cl)[O:21]C(Cl)(Cl)Cl. The catalyst is C1COCC1.C(Cl)Cl. The product is [Br:13][C:9]1[C:8]([CH3:14])=[C:7]([N:6]2[C:4](=[O:5])[C:3]3[C:2](=[C:18]([Cl:19])[CH:17]=[CH:16][CH:15]=3)[NH:1][C:20]2=[O:21])[CH:12]=[CH:11][CH:10]=1. The yield is 0.950. (5) The reactants are [CH3:1][Si:2]([CH3:44])([CH3:43])[CH2:3][CH2:4][O:5][C:6](=[O:42])[CH:7]([CH2:33][CH:34]=[CH:35][CH2:36][P:37]([OH:41])([O:39][CH3:40])=[O:38])[CH2:8][C:9]([CH3:32])=[CH:10][CH2:11][C:12]1[C:13]([O:25][CH2:26][CH2:27][Si:28]([CH3:31])([CH3:30])[CH3:29])=[C:14]2[C:18](=[C:19]([CH3:23])[C:20]=1[O:21][CH3:22])[CH2:17][O:16][C:15]2=[O:24].C1CN([P+](ON2N=NC3C=CC=CC2=3)(N2CCCC2)N2CCCC2)CC1.F[P-](F)(F)(F)(F)F.[C:78]([O:83][CH2:84][CH3:85])(=[O:82])[C@H:79]([CH3:81])O.CCN(C(C)C)C(C)C. The catalyst is CN(C=O)C. The product is [CH3:44][Si:2]([CH3:43])([CH3:1])[CH2:3][CH2:4][O:5][C:6](=[O:42])[CH:7]([CH2:33][CH:34]=[CH:35][CH2:36][P:37]([O:41][CH:79]([C:78]([O:83][CH2:84][CH3:85])=[O:82])[CH3:81])([O:39][CH3:40])=[O:38])[CH2:8][C:9]([CH3:32])=[CH:10][CH2:11][C:12]1[C:13]([O:25][CH2:26][CH2:27][Si:28]([CH3:31])([CH3:30])[CH3:29])=[C:14]2[C:18](=[C:19]([CH3:23])[C:20]=1[O:21][CH3:22])[CH2:17][O:16][C:15]2=[O:24]. The yield is 0.740. (6) The reactants are Br[C:2]1[CH:3]=[C:4]2[CH2:10][C:9]3([CH:15]4[CH2:16][CH2:17][N:12]([CH2:13][CH2:14]4)[CH2:11]3)[O:8][C:5]2=[N:6][CH:7]=1.[C:18]1(C)C=CC=CC=1P(C1C=CC=CC=1C)C1C=CC=CC=1C.[Cl-].[Li+].C[Sn](C)(C)C. The catalyst is COCCOCCOC.C(Cl)(Cl)Cl.CO. The product is [CH3:18][C:2]1[CH:3]=[C:4]2[CH2:10][C:9]3([CH:15]4[CH2:16][CH2:17][N:12]([CH2:13][CH2:14]4)[CH2:11]3)[O:8][C:5]2=[N:6][CH:7]=1. The yield is 0.760.